From a dataset of Forward reaction prediction with 1.9M reactions from USPTO patents (1976-2016). Predict the product of the given reaction. (1) The product is: [Cl:1][C:2]1[CH:3]=[C:4]2[C:8](=[CH:9][CH:10]=1)[N:7]([CH2:11][CH2:12][CH2:13][C:14]#[N:15])[C:6]([C:16]([OH:18])=[O:17])=[CH:5]2. Given the reactants [Cl:1][C:2]1[CH:3]=[C:4]2[C:8](=[CH:9][CH:10]=1)[N:7]([CH2:11][CH2:12][CH2:13][C:14]#[N:15])[C:6]([C:16]([O:18]CC)=[O:17])=[CH:5]2.[OH-].[Li+], predict the reaction product. (2) Given the reactants [Cl:1][C:2]1[NH:3][C:4]([NH:11][CH2:12][C:13]2[N:14]=[CH:15][S:16][CH:17]=2)=[C:5]([F:10])[C:6](=[N:8][NH2:9])[N:7]=1.[CH:18]1([CH2:23][C@H:24]([CH2:28][N:29]([CH:37]=[O:38])[O:30][CH:31]2[CH2:36][CH2:35][CH2:34][CH2:33][O:32]2)[C:25](O)=[O:26])[CH2:22][CH2:21][CH2:20][CH2:19]1.CN1CCOCC1.C1C=NC2N(O)N=NC=2C=1.C(Cl)CCl, predict the reaction product. The product is: [Cl:1][C:2]1[N:7]=[C:6]([NH:8][NH:9][C:25](=[O:26])[C@H:24]([CH2:23][CH:18]2[CH2:19][CH2:20][CH2:21][CH2:22]2)[CH2:28][N:29]([O:30][CH:31]2[CH2:36][CH2:35][CH2:34][CH2:33][O:32]2)[CH:37]=[O:38])[C:5]([F:10])=[C:4]([NH:11][CH2:12][C:13]2[N:14]=[CH:15][S:16][CH:17]=2)[N:3]=1. (3) Given the reactants C([Mg]Br)(C)C.[CH3:6][N:7]1[C:12]2=[CH:13][N:14]([CH2:22][CH2:23][C:24](OC)=[O:25])[C:15]([C:16]3[CH:21]=[CH:20][CH:19]=[CH:18][CH:17]=3)=[C:11]2[C:10](=[O:28])[N:9]([CH3:29])[C:8]1=[O:30].Cl.[CH3:32][NH:33][O:34][CH3:35], predict the reaction product. The product is: [CH3:6][N:7]1[C:12]2=[CH:13][N:14]([CH2:22][CH2:23][C:24]([N:33]([O:34][CH3:35])[CH3:32])=[O:25])[C:15]([C:16]3[CH:17]=[CH:18][CH:19]=[CH:20][CH:21]=3)=[C:11]2[C:10](=[O:28])[N:9]([CH3:29])[C:8]1=[O:30]. (4) Given the reactants CS(O[CH2:6][C:7]1([CH3:26])[CH2:12][CH2:11][CH:10]([S:13]([C:16]2[CH:21]=[CH:20][CH:19]=[C:18]([C:22]([F:25])([F:24])[F:23])[CH:17]=2)(=[O:15])=[O:14])[CH2:9][CH2:8]1)(=O)=O.[N-:27]=[N+:28]=[N-:29].[Na+], predict the reaction product. The product is: [N:27]([CH2:6][C:7]1([CH3:26])[CH2:12][CH2:11][CH:10]([S:13]([C:16]2[CH:21]=[CH:20][CH:19]=[C:18]([C:22]([F:25])([F:24])[F:23])[CH:17]=2)(=[O:15])=[O:14])[CH2:9][CH2:8]1)=[N+:28]=[N-:29]. (5) Given the reactants [Si:1]([O:8][CH2:9][C@@H:10]1[C@@H:14]([OH:15])[C@:13]([F:17])([CH3:16])[C@H:12]([N:18]2[CH:26]=[N:25][C:24]3[C:19]2=[N:20][C:21]([NH2:28])=[N:22][C:23]=3[NH2:27])[O:11]1)([C:4]([CH3:7])([CH3:6])[CH3:5])([CH3:3])[CH3:2].[C:29](Cl)([O:31][CH2:32][C:33]1[CH:38]=[CH:37][CH:36]=[CH:35][CH:34]=1)=[O:30], predict the reaction product. The product is: [NH2:28][C:21]1[N:20]=[C:19]2[C:24]([N:25]=[CH:26][N:18]2[C@H:12]2[C@@:13]([F:17])([CH3:16])[C@H:14]([O:15][C:29]([O:31][CH2:32][C:33]3[CH:38]=[CH:37][CH:36]=[CH:35][CH:34]=3)=[O:30])[C@@H:10]([CH2:9][O:8][Si:1]([C:4]([CH3:6])([CH3:7])[CH3:5])([CH3:2])[CH3:3])[O:11]2)=[C:23]([NH:27][C:29](=[O:30])[O:31][CH2:32][C:33]2[CH:38]=[CH:37][CH:36]=[CH:35][CH:34]=2)[N:22]=1. (6) Given the reactants Br[CH2:2][C:3]1[CH:8]=[CH:7][C:6]([O:9][CH3:10])=[CH:5][C:4]=1[N+:11]([O-:13])=[O:12].[C-:14]#[N:15].[K+], predict the reaction product. The product is: [CH3:10][O:9][C:6]1[CH:7]=[CH:8][C:3]([CH2:2][C:14]#[N:15])=[C:4]([N+:11]([O-:13])=[O:12])[CH:5]=1. (7) Given the reactants [N:1]1[CH:6]=[CH:5][C:4](C2C=C(C(O)=O)C(=CC=2)C(O)=O)=[CH:3][CH:2]=1.C(O[C:22](=[O:35])[C:23]1[CH:33]=[CH:32][C:31](Br)=[C:25]([C:26]([O:28][CH2:29][CH3:30])=[O:27])[CH:24]=1)C.N1C=CC(B(O)O)=CC=1.[Li]N1C(C)(C)CCCC1(C)C, predict the reaction product. The product is: [O:35]=[C:22]1[C:3]2[CH:2]=[N:1][CH:6]=[CH:5][C:4]=2[C:33]2[CH:32]=[CH:31][C:25]([C:26]([O:28][CH2:29][CH3:30])=[O:27])=[CH:24][C:23]1=2. (8) Given the reactants [CH2:1]([O:4][CH2:5][CH2:6][O:7][CH2:8][CH2:9][O:10][CH2:11][CH2:12]Br)[CH:2]=[CH2:3].[CH:14]1[CH:19]=[CH:18][C:17]([S:20]([O-:23])(=[S:22])=[O:21])=[CH:16][CH:15]=1.[Na+], predict the reaction product. The product is: [C:17]1([S:20](=[O:23])([S:22][CH2:12][CH2:11][O:10][CH2:9][CH2:8][O:7][CH2:6][CH2:5][O:4][CH2:1][CH:2]=[CH2:3])=[O:21])[CH:18]=[CH:19][CH:14]=[CH:15][CH:16]=1. (9) Given the reactants [O:1]=[C:2]1[N:10]([CH2:11][CH2:12][CH3:13])[C:9]2[N:8]=[C:7]([C:14]34[CH2:21][CH2:20][C:17]([CH:22]=O)([CH2:18][CH2:19]3)[CH2:16][CH2:15]4)[NH:6][C:5]=2[C:4](=[O:24])[N:3]1[CH2:25][CH2:26][CH3:27].Cl.[NH2:29][OH:30].CC([O-])=O.[Na+], predict the reaction product. The product is: [O:1]=[C:2]1[N:10]([CH2:11][CH2:12][CH3:13])[C:9]2[N:8]=[C:7]([C:14]34[CH2:15][CH2:16][C:17]([CH:22]=[N:29][OH:30])([CH2:18][CH2:19]3)[CH2:20][CH2:21]4)[NH:6][C:5]=2[C:4](=[O:24])[N:3]1[CH2:25][CH2:26][CH3:27]. (10) Given the reactants [NH2:1][C:2]1[CH:10]=[CH:9][C:8]([N:11]2[CH2:16][CH2:15][O:14][CH2:13][CH2:12]2)=[CH:7][C:3]=1[C:4]([OH:6])=[O:5].O.[O:18]=[C:19](Cl)OC(Cl)(Cl)Cl, predict the reaction product. The product is: [N:11]1([C:8]2[CH:7]=[C:3]3[C:4]([O:6][C:19](=[O:18])[NH:1][C:2]3=[CH:10][CH:9]=2)=[O:5])[CH2:12][CH2:13][O:14][CH2:15][CH2:16]1.